This data is from Full USPTO retrosynthesis dataset with 1.9M reactions from patents (1976-2016). The task is: Predict the reactants needed to synthesize the given product. (1) Given the product [Cl:36][C:35]1[C:27]([Cl:26])=[CH:28][C:29]2[N:33]([C@H:2]3[CH2:43][C@H:42]([OH:41])[C@@H:5]([CH2:6][OH:1])[O:4][CH2:3]3)[CH:32]=[N:31][C:30]=2[CH:34]=1, predict the reactants needed to synthesize it. The reactants are: [O:1]1[CH:6]=[CH:5][O:4][CH:3]=[CH:2]1.C1(P(C2C=CC=CC=2)C2C=CC=CC=2)C=CC=CC=1.[Cl:26][C:27]1[C:35]([Cl:36])=[CH:34][C:30]2[N:31]=[CH:32][NH:33][C:29]=2[CH:28]=1.N(C(OCC)=O)=NC([O:41][CH2:42][CH3:43])=O. (2) Given the product [F:53][C:54]([F:59])([F:58])[C:55]([OH:57])=[O:56].[NH2:7][CH2:8][C:9]([CH3:48])([CH3:47])[CH2:10][NH:11][C:12](=[O:46])[C:13]1[CH:18]=[CH:17][C:16]([NH:19][C:20]2[N:25]=[C:24]([NH:26][CH2:27][C:28]3[CH:33]=[CH:32][C:31]([O:34][CH2:35][CH2:36][CH2:37][Br:38])=[C:30]([Cl:39])[CH:29]=3)[N:23]=[C:22]([O:40][CH2:41][C:42]([F:43])([F:44])[F:45])[N:21]=2)=[CH:15][CH:14]=1, predict the reactants needed to synthesize it. The reactants are: C(OC(=O)[NH:7][CH2:8][C:9]([CH3:48])([CH3:47])[CH2:10][NH:11][C:12](=[O:46])[C:13]1[CH:18]=[CH:17][C:16]([NH:19][C:20]2[N:25]=[C:24]([NH:26][CH2:27][C:28]3[CH:33]=[CH:32][C:31]([O:34][CH2:35][CH2:36][CH2:37][Br:38])=[C:30]([Cl:39])[CH:29]=3)[N:23]=[C:22]([O:40][CH2:41][C:42]([F:45])([F:44])[F:43])[N:21]=2)=[CH:15][CH:14]=1)(C)(C)C.C(Cl)Cl.[F:53][C:54]([F:59])([F:58])[C:55]([OH:57])=[O:56].